Dataset: Catalyst prediction with 721,799 reactions and 888 catalyst types from USPTO. Task: Predict which catalyst facilitates the given reaction. (1) Reactant: [S:1]1[C:9]2[C:4](=[N:5][CH:6]=[CH:7][CH:8]=2)[N:3]=[C:2]1[O:10][C:11]1[CH:22]=[CH:21][C:14]2[C:15]([CH2:18][CH2:19][OH:20])=[CH:16][O:17][C:13]=2[CH:12]=1.CCN(C(C)C)C(C)C.[O:32](S(C)(=O)=O)[S:33]([CH3:36])(=O)=[O:34]. Product: [S:1]1[C:9]2[C:4](=[N:5][CH:6]=[CH:7][CH:8]=2)[N:3]=[C:2]1[O:10][C:11]1[CH:22]=[CH:21][C:14]2[C:15]([CH2:18][CH2:19][O:20][S:33]([CH3:36])(=[O:34])=[O:32])=[CH:16][O:17][C:13]=2[CH:12]=1. The catalyst class is: 172. (2) Reactant: [C:1]1([N:7]2[CH2:12][CH2:11][N:10](C(OC(C)(C)C)=O)[CH2:9][CH2:8]2)[CH:6]=[CH:5][CH:4]=[CH:3][CH:2]=1.[OH-].[Na+]. Product: [C:1]1([N:7]2[CH2:12][CH2:11][NH:10][CH2:9][CH2:8]2)[CH:6]=[CH:5][CH:4]=[CH:3][CH:2]=1. The catalyst class is: 157. (3) Reactant: [H-].[Al+3].[Li+].[H-].[H-].[H-].[CH2:7]([N:14]1[CH2:18][C@H:17]([CH3:19])[C@H:16]([C:20]#[N:21])[CH2:15]1)[C:8]1[CH:13]=[CH:12][CH:11]=[CH:10][CH:9]=1.C(=O)([O-])O.[Na+]. Product: [CH2:7]([N:14]1[CH2:18][C@H:17]([CH3:19])[C@H:16]([CH2:20][NH2:21])[CH2:15]1)[C:8]1[CH:13]=[CH:12][CH:11]=[CH:10][CH:9]=1. The catalyst class is: 27. (4) Reactant: [Si:1]([O:8][C@@H:9]1[C@@H:13]([CH2:14][OH:15])[CH2:12][N:11]([C:16]([O:18][C:19]([CH3:22])([CH3:21])[CH3:20])=[O:17])[CH2:10]1)([C:4]([CH3:7])([CH3:6])[CH3:5])([CH3:3])[CH3:2].CC(OI1(OC(C)=O)(OC(C)=O)OC(=O)C2C=CC=CC1=2)=O. Product: [Si:1]([O:8][C@@H:9]1[C@@H:13]([CH:14]=[O:15])[CH2:12][N:11]([C:16]([O:18][C:19]([CH3:22])([CH3:21])[CH3:20])=[O:17])[CH2:10]1)([C:4]([CH3:7])([CH3:6])[CH3:5])([CH3:3])[CH3:2]. The catalyst class is: 158. (5) Reactant: C[N:2](C)/[CH:3]=[CH:4]/[C:5]1[N:10]=[CH:9][C:8]([C:11]2[CH:12]=[N:13][N:14]([CH:16]3[CH2:21][CH2:20][N:19]([C:22]([O:24][C:25]([CH3:28])([CH3:27])[CH3:26])=[O:23])[CH2:18][CH2:17]3)[CH:15]=2)=[CH:7][C:6]=1[N+]([O-])=O. Product: [NH:2]1[C:6]2[C:5](=[N:10][CH:9]=[C:8]([C:11]3[CH:12]=[N:13][N:14]([CH:16]4[CH2:21][CH2:20][N:19]([C:22]([O:24][C:25]([CH3:28])([CH3:26])[CH3:27])=[O:23])[CH2:18][CH2:17]4)[CH:15]=3)[CH:7]=2)[CH:4]=[CH:3]1. The catalyst class is: 19. (6) Reactant: [S:1]1[C:5]2[CH:6]=[CH:7][CH:8]=[CH:9][C:4]=2[C:3]([N:10]2[CH2:15][CH2:14][N:13]([CH2:16][CH2:17][C:18]3[CH:19]=[C:20]4[C:24](=[CH:25][C:26]=3[Cl:27])[NH:23][C:22](=[O:28])[CH2:21]4)[CH2:12][CH2:11]2)=[N:2]1.C(C(C)=O)C(C)C.Cl. Product: [ClH:27].[S:1]1[C:5]2[CH:6]=[CH:7][CH:8]=[CH:9][C:4]=2[C:3]([N:10]2[CH2:11][CH2:12][N:13]([CH2:16][CH2:17][C:18]3[CH:19]=[C:20]4[C:24](=[CH:25][C:26]=3[Cl:27])[NH:23][C:22](=[O:28])[CH2:21]4)[CH2:14][CH2:15]2)=[N:2]1. The catalyst class is: 32. (7) Reactant: [CH3:1][C:2]1[CH:11]=[C:10]([CH2:12][O:13][C:14]2[CH:19]=[CH:18][CH:17]=[CH:16][CH:15]=2)[CH:9]=[CH:8][C:3]=1[C:4]([O:6]C)=[O:5].[OH-].[Li+].O1CCCC1.Cl. Product: [CH3:1][C:2]1[CH:11]=[C:10]([CH2:12][O:13][C:14]2[CH:19]=[CH:18][CH:17]=[CH:16][CH:15]=2)[CH:9]=[CH:8][C:3]=1[C:4]([OH:6])=[O:5]. The catalyst class is: 72. (8) Reactant: [CH3:1][N:2]([CH3:17])[CH2:3][CH2:4][CH2:5][NH:6][C:7]1[CH:12]=[CH:11][CH:10]=[C:9]([NH2:13])[C:8]=1[N+:14]([O-])=O. Product: [CH3:17][N:2]([CH3:1])[CH2:3][CH2:4][CH2:5][NH:6][C:7]1[CH:12]=[CH:11][CH:10]=[C:9]([NH2:13])[C:8]=1[NH2:14]. The catalyst class is: 63. (9) Reactant: Cl.[C:2]([C:4]1([C:10]([O:12][CH2:13][CH3:14])=[O:11])[CH2:9][CH2:8][NH:7][CH2:6][CH2:5]1)#[N:3].CCN(C(C)C)C(C)C.[Br:24][C:25]1[CH:26]=[N:27][C:28](Cl)=[N:29][CH:30]=1.CCCCCC. Product: [Br:24][C:25]1[CH:26]=[N:27][C:28]([N:7]2[CH2:8][CH2:9][C:4]([C:2]#[N:3])([C:10]([O:12][CH2:13][CH3:14])=[O:11])[CH2:5][CH2:6]2)=[N:29][CH:30]=1. The catalyst class is: 14. (10) Reactant: [S:1]1[CH:5]=[CH:4][CH:3]=[C:2]1[C:6]1[S:7][CH:8]=[CH:9][CH:10]=1.C1C(=O)N([Br:18])C(=O)C1.CC(N=NC(C#N)(C)C)(C#N)C. Product: [Br:18][C:3]1[CH:4]=[CH:5][S:1][C:2]=1[C:6]1[S:7][CH:8]=[CH:9][CH:10]=1. The catalyst class is: 53.